Dataset: TCR-epitope binding with 47,182 pairs between 192 epitopes and 23,139 TCRs. Task: Binary Classification. Given a T-cell receptor sequence (or CDR3 region) and an epitope sequence, predict whether binding occurs between them. (1) The epitope is IPIQASLPF. The TCR CDR3 sequence is CASSLTAGARVWQFF. Result: 0 (the TCR does not bind to the epitope). (2) The epitope is TLDSKTQSL. The TCR CDR3 sequence is CASSQTAPWDRAGETQYF. Result: 1 (the TCR binds to the epitope).